Dataset: Retrosynthesis with 50K atom-mapped reactions and 10 reaction types from USPTO. Task: Predict the reactants needed to synthesize the given product. Given the product Cn1ncc(NC(=O)[C@H](CCCNC(=O)OC(C)(C)C)NC(=O)OCc2ccccc2)c1N, predict the reactants needed to synthesize it. The reactants are: CC(C)(C)OC(=O)NCCC[C@H](NC(=O)OCc1ccccc1)C(=O)O.Cn1ncc(N)c1N.